Dataset: Full USPTO retrosynthesis dataset with 1.9M reactions from patents (1976-2016). Task: Predict the reactants needed to synthesize the given product. Given the product [CH2:17]([O:19][C:20](=[O:25])/[CH:21]=[C:22](/[O:16][C:11]1[CH:12]=[CH:13][CH:14]=[CH:15][C:10]=1[CH2:7][CH2:8][CH3:9])\[CH3:23])[CH3:18], predict the reactants needed to synthesize it. The reactants are: CC(C)([O-])C.[K+].[CH2:7]([C:10]1[CH:15]=[CH:14][CH:13]=[CH:12][C:11]=1[OH:16])[CH2:8][CH3:9].[CH2:17]([O:19][C:20](=[O:25])[CH:21]=[C:22](Cl)[CH3:23])[CH3:18].